This data is from Forward reaction prediction with 1.9M reactions from USPTO patents (1976-2016). The task is: Predict the product of the given reaction. (1) Given the reactants [OH-:1].[Na+].[C:3]([C:5]1[N:10]=[C:9]([C:11]2[N:15]3[CH:16]=[C:17]([F:20])[CH:18]=[CH:19][C:14]3=[N:13][CH:12]=2)[N:8]=[C:7]([NH:21][C@@H:22]2[CH2:27][CH2:26][CH2:25][N:24]([C:28]([O:30][C:31]([CH3:34])([CH3:33])[CH3:32])=[O:29])[CH2:23]2)[CH:6]=1)#N.C[OH:36], predict the reaction product. The product is: [C:31]([O:30][C:28]([N:24]1[CH2:25][CH2:26][CH2:27][C@@H:22]([NH:21][C:7]2[N:8]=[C:9]([C:11]3[N:15]4[CH:16]=[C:17]([F:20])[CH:18]=[CH:19][C:14]4=[N:13][CH:12]=3)[N:10]=[C:5]([C:3]([OH:36])=[O:1])[CH:6]=2)[CH2:23]1)=[O:29])([CH3:33])([CH3:34])[CH3:32]. (2) Given the reactants [CH3:1][N:2]([CH2:18][C@H:19]1[CH2:23][CH2:22][CH2:21][N:20]1C(OC(C)(C)C)=O)[CH2:3][C:4]1[CH:9]=[CH:8][C:7]([O:10][C:11]2[CH:16]=[CH:15][C:14]([Br:17])=[CH:13][CH:12]=2)=[CH:6][CH:5]=1.Cl, predict the reaction product. The product is: [Br:17][C:14]1[CH:13]=[CH:12][C:11]([O:10][C:7]2[CH:6]=[CH:5][C:4]([CH2:3][N:2]([CH3:1])[CH2:18][C@H:19]3[CH2:23][CH2:22][CH2:21][NH:20]3)=[CH:9][CH:8]=2)=[CH:16][CH:15]=1. (3) Given the reactants CC1(C)CCCC(C)(C)N1.C([Li])CCC.[B:16](OC(C)C)([O:21]C(C)C)[O:17]C(C)C.[CH:29]1([C:35]2[CH:40]=[CH:39][CH:38]=[C:37]([F:41])[C:36]=2[O:42][CH2:43][O:44][CH3:45])[CH2:34][CH2:33][CH2:32][CH2:31][CH2:30]1, predict the reaction product. The product is: [CH:29]1([C:35]2[CH:40]=[CH:39][C:38]([B:16]([OH:21])[OH:17])=[C:37]([F:41])[C:36]=2[O:42][CH2:43][O:44][CH3:45])[CH2:30][CH2:31][CH2:32][CH2:33][CH2:34]1. (4) Given the reactants C[O:2][C:3]([C:5]1[CH:10]=[C:9]([NH2:11])[CH:8]=[C:7]([C:12]([F:15])([F:14])[F:13])[N:6]=1)=[O:4].S(Cl)([Cl:19])(=O)=O.CCOCC, predict the reaction product. The product is: [NH2:11][C:9]1[CH:8]=[C:7]([C:12]([F:15])([F:14])[F:13])[N:6]=[C:5]([C:3]([OH:2])=[O:4])[C:10]=1[Cl:19]. (5) The product is: [F:18][C:15]1[CH:16]=[CH:17][C:12]([CH2:11][N:8]2[C:9](=[O:10])[C:4]3[C:3]([OH:27])=[C:2]([S:34][C:28]4[CH:33]=[CH:32][CH:31]=[CH:30][CH:29]=4)[C:25](=[O:26])[O:24][C:5]=3[C:6]3[C:21]([CH3:22])=[N:20][N:19]([CH3:23])[C:7]2=3)=[CH:13][CH:14]=1. Given the reactants Br[C:2]1[C:25](=[O:26])[O:24][C:5]2[C:6]3[C:21]([CH3:22])=[N:20][N:19]([CH3:23])[C:7]=3[N:8]([CH2:11][C:12]3[CH:17]=[CH:16][C:15]([F:18])=[CH:14][CH:13]=3)[C:9](=[O:10])[C:4]=2[C:3]=1[OH:27].[C:28]1([SH:34])[CH:33]=[CH:32][CH:31]=[CH:30][CH:29]=1.C(=O)([O-])[O-].[K+].[K+], predict the reaction product. (6) Given the reactants [CH3:1][O:2][C:3](=[O:23])[C:4]1[CH:9]=[CH:8][C:7]([O:10][CH3:11])=[C:6]([NH:12][C:13](=[NH:22])[C:14]2[CH:19]=[CH:18][C:17]([F:20])=[C:16]([Cl:21])[CH:15]=2)[CH:5]=1.[O-]Cl.[Na+].C([O-])([O-])=O.[Na+].[Na+], predict the reaction product. The product is: [CH3:1][O:2][C:3]([C:4]1[C:5]2[N:22]=[C:13]([C:14]3[CH:19]=[CH:18][C:17]([F:20])=[C:16]([Cl:21])[CH:15]=3)[NH:12][C:6]=2[C:7]([O:10][CH3:11])=[CH:8][CH:9]=1)=[O:23].